Dataset: Forward reaction prediction with 1.9M reactions from USPTO patents (1976-2016). Task: Predict the product of the given reaction. The product is: [CH2:31]([N:14]([C@@H:10]([CH2:11][CH2:12][CH3:13])[CH2:9][S:8][C:5]1[CH:6]=[CH:7][C:2]([F:1])=[CH:3][CH:4]=1)[C@H:15]1[CH2:16][CH2:17][C@H:18]([C:21]2[CH:30]=[CH:29][C:24]3[NH:25][C:26](=[O:28])[O:27][C:23]=3[CH:22]=2)[CH2:19][CH2:20]1)[CH3:32]. Given the reactants [F:1][C:2]1[CH:7]=[CH:6][C:5]([S:8][CH2:9][C@@H:10]([NH:14][C@H:15]2[CH2:20][CH2:19][C@H:18]([C:21]3[CH:30]=[CH:29][C:24]4[NH:25][C:26](=[O:28])[O:27][C:23]=4[CH:22]=3)[CH2:17][CH2:16]2)[CH2:11][CH2:12][CH3:13])=[CH:4][CH:3]=1.[CH:31](=O)[CH3:32].C(O[BH-](OC(=O)C)OC(=O)C)(=O)C.[Na+], predict the reaction product.